Dataset: Blood-brain barrier penetration binary classification data from Martins et al.. Task: Regression/Classification. Given a drug SMILES string, predict its absorption, distribution, metabolism, or excretion properties. Task type varies by dataset: regression for continuous measurements (e.g., permeability, clearance, half-life) or binary classification for categorical outcomes (e.g., BBB penetration, CYP inhibition). Dataset: bbb_martins. (1) The drug is C#CCN(C)CCCOc1ccc(Cl)cc1Cl. The result is 1 (penetrates BBB). (2) The molecule is CNC(=O)N1CC(Oc2cccc(C(F)(F)F)c2)C1. The result is 1 (penetrates BBB). (3) The drug is Clc1ccc(OCC2=NCCN2)cc1Cl. The result is 1 (penetrates BBB). (4) The molecule is Cc1nnc2n1-c1ccc(Cl)cc1C(c1ccccc1)=NC2. The result is 1 (penetrates BBB). (5) The drug is BrC(Br)Br. The result is 1 (penetrates BBB).